From a dataset of Forward reaction prediction with 1.9M reactions from USPTO patents (1976-2016). Predict the product of the given reaction. (1) Given the reactants Cl[C:2]1[N:7]=[C:6]([Cl:8])[CH:5]=[C:4]([Cl:9])[N:3]=1.C(=O)(O)[O-].[Na+].[CH3:15][C@H:16]1[CH2:20][CH2:19][CH2:18][NH:17]1, predict the reaction product. The product is: [Cl:9][C:4]1[CH:5]=[C:6]([Cl:8])[N:7]=[C:2]([N:17]2[CH2:18][CH2:19][CH2:20][C@@H:16]2[CH3:15])[N:3]=1. (2) Given the reactants [CH3:1][N:2]([CH3:21])[CH2:3][CH2:4][CH2:5][O:6][C:7]([N:9]1[C:15]2[CH:16]=[CH:17][C:18]([NH2:20])=[CH:19][C:14]=2[O:13][CH2:12][CH2:11][CH2:10]1)=[O:8].Cl[C:23]1[N:28]=[C:27]([NH:29][C:30]2[C:39]([F:40])=[CH:38][CH:37]=[CH:36][C:31]=2[C:32]([NH:34][CH3:35])=[O:33])[C:26]([Cl:41])=[CH:25][N:24]=1, predict the reaction product. The product is: [CH3:21][N:2]([CH3:1])[CH2:3][CH2:4][CH2:5][O:6][C:7]([N:9]1[C:15]2[CH:16]=[CH:17][C:18]([NH:20][C:23]3[N:28]=[C:27]([NH:29][C:30]4[C:31]([C:32](=[O:33])[NH:34][CH3:35])=[CH:36][CH:37]=[CH:38][C:39]=4[F:40])[C:26]([Cl:41])=[CH:25][N:24]=3)=[CH:19][C:14]=2[O:13][CH2:12][CH2:11][CH2:10]1)=[O:8].